Dataset: Full USPTO retrosynthesis dataset with 1.9M reactions from patents (1976-2016). Task: Predict the reactants needed to synthesize the given product. Given the product [Cl:21][C:6]1[CH:5]=[N+:4]([O-:22])[CH:3]=[C:2]([Cl:1])[C:7]=1[CH2:8][C@H:9]([O:10][C:29](=[O:30])[C:28]1[CH:32]=[CH:33][CH:34]=[C:26]([N+:23]([O-:25])=[O:24])[CH:27]=1)[C:11]1[CH:16]=[CH:15][C:14]([O:17][CH3:18])=[C:13]([O:19][CH3:20])[CH:12]=1, predict the reactants needed to synthesize it. The reactants are: [Cl:1][C:2]1[CH:3]=[N+:4]([O-:22])[CH:5]=[C:6]([Cl:21])[C:7]=1[CH2:8][C@@H:9]([C:11]1[CH:16]=[CH:15][C:14]([O:17][CH3:18])=[C:13]([O:19][CH3:20])[CH:12]=1)[OH:10].[N+:23]([C:26]1[CH:27]=[C:28]([CH:32]=[CH:33][CH:34]=1)[C:29](O)=[O:30])([O-:25])=[O:24].C(N=C=NCCCN(C)C)C.